From a dataset of M1 muscarinic receptor antagonist screen with 61,756 compounds. Binary Classification. Given a drug SMILES string, predict its activity (active/inactive) in a high-throughput screening assay against a specified biological target. The molecule is S(c1n(Cc2occc2)c(nn1)c1sccc1)CC(=O)Nc1cc2OCOc2cc1. The result is 0 (inactive).